Task: Predict the reactants needed to synthesize the given product.. Dataset: Full USPTO retrosynthesis dataset with 1.9M reactions from patents (1976-2016) (1) The reactants are: [CH3:1][C:2]([CH3:15])([CH2:6][O:7][Si:8]([CH3:14])([CH3:13])[C:9]([CH3:12])([CH3:11])[CH3:10])[C:3]([OH:5])=[O:4].C1(N=C=NC2CCCCC2)CCCCC1.O[CH2:32][CH2:33][N:34]1[CH2:39][CH2:38][O:37][CH2:36][CH2:35]1. Given the product [CH3:1][C:2]([CH3:15])([CH2:6][O:7][Si:8]([CH3:14])([CH3:13])[C:9]([CH3:10])([CH3:12])[CH3:11])[C:3]([O:5][CH2:32][CH2:33][N:34]1[CH2:39][CH2:38][O:37][CH2:36][CH2:35]1)=[O:4], predict the reactants needed to synthesize it. (2) Given the product [Cl:16][C:10]1[CH:11]=[CH:12][CH:13]=[C:14]([Cl:15])[C:9]=1[CH2:8][C:6]1[N:7]=[C:2]([NH:26][CH2:27][CH:28]([OH:31])[CH2:29][OH:30])[N:3]=[C:4]([NH:17][C:18]2[CH:25]=[CH:24][C:21]([C:22]#[N:23])=[CH:20][CH:19]=2)[N:5]=1, predict the reactants needed to synthesize it. The reactants are: Cl[C:2]1[N:7]=[C:6]([CH2:8][C:9]2[C:14]([Cl:15])=[CH:13][CH:12]=[CH:11][C:10]=2[Cl:16])[N:5]=[C:4]([NH:17][C:18]2[CH:25]=[CH:24][C:21]([C:22]#[N:23])=[CH:20][CH:19]=2)[N:3]=1.[NH2:26][CH2:27][CH:28]([OH:31])[CH2:29][OH:30]. (3) The reactants are: [CH3:1][O:2][C:3]1[CH:8]=[CH:7][N:6]=[C:5]([CH:9]=[O:10])[CH:4]=1.[CH3:11][O:12][CH:13]([O:17][Si](C)(C)C)[CH:14]([CH3:16])[CH3:15]. Given the product [CH3:11][O:12][C:13](=[O:17])[C:14]([CH3:16])([CH3:15])[CH:9]([OH:10])[C:5]1[CH:4]=[C:3]([O:2][CH3:1])[CH:8]=[CH:7][N:6]=1, predict the reactants needed to synthesize it. (4) Given the product [Cl:14][C:11]1[CH:10]=[CH:9][C:8]([CH2:7][C:6]([CH3:16])([NH2:5])[CH3:15])=[CH:13][CH:12]=1, predict the reactants needed to synthesize it. The reactants are: ClCC([NH:5][C:6]([CH3:16])([CH3:15])[CH2:7][C:8]1[CH:13]=[CH:12][C:11]([Cl:14])=[CH:10][CH:9]=1)=O.Cl.C(=O)(O)[O-].[Na+]. (5) Given the product [F:1][CH2:2][C@@H:3]1[CH2:12][N:11]2[C@H:6]([CH2:7][O:8][CH2:9][CH2:10]2)[CH2:5][NH:4]1, predict the reactants needed to synthesize it. The reactants are: [F:1][CH2:2][C@@H:3]1[CH2:12][N:11]2[C@H:6]([CH2:7][O:8][CH2:9][CH2:10]2)[CH2:5][N:4]1CC1C=CC=CC=1. (6) Given the product [CH2:14]([N:3]([CH2:1][CH3:2])[C:4](=[O:13])[C:5]1[CH:10]=[CH:9][C:8]([I:11])=[C:7]([O:12][CH2:28][C:29]([F:32])([F:31])[F:30])[CH:6]=1)[CH3:15], predict the reactants needed to synthesize it. The reactants are: [CH2:1]([N:3]([CH2:14][CH3:15])[C:4](=[O:13])[C:5]1[CH:10]=[CH:9][C:8]([I:11])=[C:7]([OH:12])[CH:6]=1)[CH3:2].C(=O)([O-])[O-].[K+].[K+].FC(F)(F)S(O[CH2:28][C:29]([F:32])([F:31])[F:30])(=O)=O.